Dataset: Catalyst prediction with 721,799 reactions and 888 catalyst types from USPTO. Task: Predict which catalyst facilitates the given reaction. (1) Reactant: [C:1]([O:5][C:6](=[O:17])[NH:7][CH2:8][C:9]1[CH:14]=[CH:13][C:12]([F:15])=[C:11]([NH2:16])[CH:10]=1)([CH3:4])([CH3:3])[CH3:2].[F:18][C:19]([F:30])([F:29])[C:20](O[C:20](=[O:21])[C:19]([F:30])([F:29])[F:18])=[O:21]. Product: [C:1]([O:5][C:6](=[O:17])[NH:7][CH2:8][C:9]1[CH:14]=[CH:13][C:12]([F:15])=[C:11]([NH:16][C:20](=[O:21])[C:19]([F:30])([F:29])[F:18])[CH:10]=1)([CH3:4])([CH3:2])[CH3:3]. The catalyst class is: 54. (2) Reactant: [C:1]([C:3]1[CH:4]=[C:5]([C:9]2[CH:10]=[C:11]([CH:16]=[C:17]([CH2:19][OH:20])[CH:18]=2)[C:12]([O:14][CH3:15])=[O:13])[CH:6]=[CH:7][CH:8]=1)#[N:2]. Product: [C:1]([C:3]1[CH:4]=[C:5]([C:9]2[CH:10]=[C:11]([CH:16]=[C:17]([CH:19]=[O:20])[CH:18]=2)[C:12]([O:14][CH3:15])=[O:13])[CH:6]=[CH:7][CH:8]=1)#[N:2]. The catalyst class is: 327. (3) Reactant: [F:1][C:2]1[CH:7]=[CH:6][C:5]([N:8]2[C:16]3[C:11](=[CH:12][C:13]([CH:17]([C:23]4[CH:28]=[CH:27][CH:26]=[CH:25][CH:24]=4)[CH2:18][C:19]([O:21]C)=[O:20])=[CH:14][CH:15]=3)[CH:10]=[N:9]2)=[CH:4][CH:3]=1.[OH-].[Na+].Cl. Product: [F:1][C:2]1[CH:3]=[CH:4][C:5]([N:8]2[C:16]3[C:11](=[CH:12][C:13]([CH:17]([C:23]4[CH:24]=[CH:25][CH:26]=[CH:27][CH:28]=4)[CH2:18][C:19]([OH:21])=[O:20])=[CH:14][CH:15]=3)[CH:10]=[N:9]2)=[CH:6][CH:7]=1. The catalyst class is: 24. (4) Reactant: [C:1]([C:3]1[C:8]([C:9]2[CH:14]=[CH:13][CH:12]=[C:11]([CH:15]=O)[CH:10]=2)=[CH:7][C:6]([CH2:17][NH:18][C:19]([C:21]2[CH:26]=[CH:25][CH:24]=[C:23]([C:27]([NH:29][CH2:30][C:31]3[C:32]([NH:44][CH:45]4[CH2:50][CH2:49][O:48][CH2:47][CH2:46]4)=[C:33]4[CH:41]=[N:40][N:39]([CH2:42][CH3:43])[C:34]4=[N:35][C:36]=3[CH2:37][CH3:38])=[O:28])[CH:22]=2)=[O:20])=[CH:5][CH:4]=1)#[N:2].[C@H:51]12[CH2:57][C@H:54]([NH:55][CH2:56]1)[CH2:53][N:52]2C(OC(C)(C)C)=O.C(O[BH-](OC(=O)C)OC(=O)C)(=O)C.[Na+].CC(O)=O. Product: [C:1]([C:3]1[C:8]([C:9]2[CH:14]=[CH:13][CH:12]=[C:11]([CH2:15][N:52]3[CH2:53][C@@H:54]4[CH2:57][C@H:51]3[CH2:56][NH:55]4)[CH:10]=2)=[CH:7][C:6]([CH2:17][NH:18][C:19]([C:21]2[CH:26]=[CH:25][CH:24]=[C:23]([C:27]([NH:29][CH2:30][C:31]3[C:32]([NH:44][CH:45]4[CH2:50][CH2:49][O:48][CH2:47][CH2:46]4)=[C:33]4[CH:41]=[N:40][N:39]([CH2:42][CH3:43])[C:34]4=[N:35][C:36]=3[CH2:37][CH3:38])=[O:28])[CH:22]=2)=[O:20])=[CH:5][CH:4]=1)#[N:2]. The catalyst class is: 2. (5) Reactant: [C:1]1([C:7]2[CH:12]=[C:11](Br)[CH:10]=[CH:9][N:8]=2)[CH:6]=[CH:5][CH:4]=[CH:3][CH:2]=1.[B:14]1([B:14]2[O:18][C:17]([CH3:20])([CH3:19])[C:16]([CH3:22])([CH3:21])[O:15]2)[O:18][C:17]([CH3:20])([CH3:19])[C:16]([CH3:22])([CH3:21])[O:15]1.C([O-])(=O)C.[K+]. Product: [C:1]1([C:7]2[CH:12]=[C:11]([B:14]3[O:18][C:17]([CH3:20])([CH3:19])[C:16]([CH3:22])([CH3:21])[O:15]3)[CH:10]=[CH:9][N:8]=2)[CH:6]=[CH:5][CH:4]=[CH:3][CH:2]=1. The catalyst class is: 12.